From a dataset of NCI-60 drug combinations with 297,098 pairs across 59 cell lines. Regression. Given two drug SMILES strings and cell line genomic features, predict the synergy score measuring deviation from expected non-interaction effect. Drug 1: CC1CCC2CC(C(=CC=CC=CC(CC(C(=O)C(C(C(=CC(C(=O)CC(OC(=O)C3CCCCN3C(=O)C(=O)C1(O2)O)C(C)CC4CCC(C(C4)OC)O)C)C)O)OC)C)C)C)OC. Drug 2: CN(C(=O)NC(C=O)C(C(C(CO)O)O)O)N=O. Cell line: HT29. Synergy scores: CSS=23.7, Synergy_ZIP=-1.55, Synergy_Bliss=0.858, Synergy_Loewe=-25.0, Synergy_HSA=0.212.